This data is from Reaction yield outcomes from USPTO patents with 853,638 reactions. The task is: Predict the reaction yield, written as a fraction of the theoretical maximum amount of product (1.0 means a 100% yield; for example, 0.34 means a 34% yield). The reactants are [CH2:1]([O:3][C:4](=[O:18])[CH2:5][CH2:6][CH2:7][CH2:8][CH2:9][CH2:10][O:11][C:12]1[CH:17]=[CH:16][CH:15]=[CH:14][CH:13]=1)[CH3:2].[CH2:19]([O:26]C1C=CC(O)=CC=1)[C:20]1[CH:25]=[CH:24][CH:23]=[CH:22][CH:21]=1.C1OCCOCCOCCOCCOCCOC1.C(=O)([O-])[O-].[K+].[K+].BrCCCCCCC(OCC)=O. The catalyst is CC(C)=O. The product is [CH2:1]([O:3][C:4](=[O:18])[CH2:5][CH2:6][CH2:7][CH2:8][CH2:9][CH2:10][O:11][C:12]1[CH:13]=[CH:14][C:15]([O:26][CH2:19][C:20]2[CH:25]=[CH:24][CH:23]=[CH:22][CH:21]=2)=[CH:16][CH:17]=1)[CH3:2]. The yield is 0.900.